From a dataset of Full USPTO retrosynthesis dataset with 1.9M reactions from patents (1976-2016). Predict the reactants needed to synthesize the given product. (1) Given the product [CH3:1][N:2]([CH3:19])[C:3]1([C:14]2[S:15][CH:16]=[CH:17][CH:18]=2)[CH2:4][CH2:5][C:6]2([CH2:10][CH2:9][NH:8][CH2:7]2)[CH2:12][CH2:13]1, predict the reactants needed to synthesize it. The reactants are: [CH3:1][N:2]([CH3:19])[C:3]1([C:14]2[S:15][CH:16]=[CH:17][CH:18]=2)[CH2:13][CH2:12][C:6]2([CH2:10][CH2:9][NH:8][C:7]2=O)[CH2:5][CH2:4]1.[H-].[Al+3].[Li+].[H-].[H-].[H-].O.[OH-].[Na+]. (2) The reactants are: [C:1]([C:4]([C@@H:17]1[CH2:21][CH2:20][N:19](CCCCCCC=O)[CH2:18]1)([C:11]1[CH:16]=[CH:15][CH:14]=[CH:13][CH:12]=1)[C:5]1[CH:10]=[CH:9][CH:8]=[CH:7][CH:6]=1)(=[O:3])[NH2:2].C(NC1CCN(CC2C=NC=CC=2OC)CC1)(C)C.C(O[BH-](OC(=O)C)OC(=O)C)(=O)C.[Na+].N1CCCC1. Given the product [C:1]([C:4]([C@@H:17]1[CH2:21][CH2:20][NH:19][CH2:18]1)([C:11]1[CH:12]=[CH:13][CH:14]=[CH:15][CH:16]=1)[C:5]1[CH:10]=[CH:9][CH:8]=[CH:7][CH:6]=1)(=[O:3])[NH2:2], predict the reactants needed to synthesize it. (3) Given the product [CH2:2]([O:9][C:10]1[CH:19]=[CH:18][CH:17]=[C:16]2[C:11]=1[CH2:12][CH2:13][CH2:14][CH:15]2[C:20]([N:22]([CH2:23][C:24]1[CH:25]=[N:26][N:27]([CH2:39][C:40]2[N:41]=[C:42]([CH2:45][CH3:46])[S:43][CH:44]=2)[CH:28]=1)[C:29]1[CH:30]=[N:31][C:32]([CH:35]([CH3:37])[CH3:36])=[CH:33][CH:34]=1)=[O:21])[C:3]1[CH:8]=[CH:7][CH:6]=[CH:5][CH:4]=1, predict the reactants needed to synthesize it. The reactants are: Cl.[CH2:2]([O:9][C:10]1[CH:19]=[CH:18][CH:17]=[C:16]2[C:11]=1[CH2:12][CH2:13][CH2:14][CH:15]2[C:20]([N:22]([C:29]1[CH:30]=[N:31][C:32]([CH:35]([CH3:37])[CH3:36])=[CH:33][CH:34]=1)[CH2:23][C:24]1[CH:25]=[N:26][NH:27][CH:28]=1)=[O:21])[C:3]1[CH:8]=[CH:7][CH:6]=[CH:5][CH:4]=1.Cl[CH2:39][C:40]1[N:41]=[C:42]([CH2:45][CH3:46])[S:43][CH:44]=1. (4) Given the product [CH3:12][C@@H:10]1[CH2:9][O:8][C:6]2[N:7]=[C:2]([C:27]3[CH:28]=[N:29][C:30]([NH2:33])=[N:31][CH:32]=3)[N:3]=[C:4]([N:13]3[CH2:18][CH2:17][O:16][CH2:15][CH2:14]3)[C:5]=2[O:11]1, predict the reactants needed to synthesize it. The reactants are: Cl[C:2]1[N:3]=[C:4]([N:13]2[CH2:18][CH2:17][O:16][CH2:15][CH2:14]2)[C:5]2[O:11][C@H:10]([CH3:12])[CH2:9][O:8][C:6]=2[N:7]=1.CC1(C)C(C)(C)OB([C:27]2[CH:28]=[N:29][C:30]([NH2:33])=[N:31][CH:32]=2)O1.[O-]P([O-])([O-])=O.[K+].[K+].[K+]. (5) Given the product [Cl:25][C:26]1[C:27]([C:32]([NH:9][C:8]2[C:3]([NH:2][CH3:1])=[N:4][CH:5]=[C:6]([C:10]([F:13])([F:11])[F:12])[CH:7]=2)=[O:33])=[N:28][CH:29]=[N:30][CH:31]=1, predict the reactants needed to synthesize it. The reactants are: [CH3:1][NH:2][C:3]1[C:8]([NH2:9])=[CH:7][C:6]([C:10]([F:13])([F:12])[F:11])=[CH:5][N:4]=1.CCN=C=NCCCN(C)C.[Cl:25][C:26]1[C:27]([C:32](O)=[O:33])=[N:28][CH:29]=[N:30][CH:31]=1.C(=O)([O-])O.[Na+]. (6) Given the product [CH2:1]([O:3][P:4]([C:16]1[CH:22]=[CH:21][CH:20]=[CH:19][C:17]=1[NH2:18])(=[O:8])[O:5][CH2:6][CH3:7])[CH3:2], predict the reactants needed to synthesize it. The reactants are: [CH2:1]([O:3][P:4]([O-:8])[O:5][CH2:6][CH3:7])[CH3:2].CC(C)([O-])C.[K+].I[C:16]1[CH:22]=[CH:21][CH:20]=[CH:19][C:17]=1[NH2:18]. (7) Given the product [OH:1][C@H:2]1[CH2:19][CH2:18][C@@:17]2([CH3:20])[C@:4]3([O:30][C@H:5]3[CH2:6][C@@H:7]3[C@@H:16]2[CH2:15][CH2:14][C@@:12]2([CH3:13])[C@H:8]3[CH2:9][CH2:10][C:11]2=[O:21])[CH2:3]1, predict the reactants needed to synthesize it. The reactants are: [OH:1][C@H:2]1[CH2:19][CH2:18][C@@:17]2([CH3:20])[C:4]([CH2:5][CH2:6][C@@H:7]3[C@@H:16]2[CH2:15][CH2:14][C@@:12]2([CH3:13])[C@H:8]3[CH2:9][CH2:10][C:11]2=[O:21])=[CH:3]1.C1C=C(Cl)C=C(C(OO)=[O:30])C=1.[O-]S([O-])=O.[Na+].[Na+].C([O-])(O)=O.[Na+].